This data is from Reaction yield outcomes from USPTO patents with 853,638 reactions. The task is: Predict the reaction yield, written as a fraction of the theoretical maximum amount of product (1.0 means a 100% yield; for example, 0.34 means a 34% yield). (1) The reactants are [CH3:1][C:2]1[N:7]=[C:6]2[S:8][C:9]3[CH2:14][CH2:13][CH2:12][CH2:11][C:10]=3[C:5]2=[C:4]([C:15]2[CH:20]=[CH:19][CH:18]=[CH:17][C:16]=2[F:21])[C:3]=1[CH2:22][C:23]([O:25][CH3:26])=[O:24].[Li+].C[Si]([N-][Si](C)(C)C)(C)C.[CH2:37]1[CH2:41]OC[CH2:38]1.ICCC. The catalyst is CN(C=O)C. The product is [CH3:1][C:2]1[N:7]=[C:6]2[S:8][C:9]3[CH2:14][CH2:13][CH2:12][CH2:11][C:10]=3[C:5]2=[C:4]([C:15]2[CH:20]=[CH:19][CH:18]=[CH:17][C:16]=2[F:21])[C:3]=1[CH:22]([CH2:38][CH2:37][CH3:41])[C:23]([O:25][CH3:26])=[O:24]. The yield is 0.750. (2) The reactants are [F:1][C:2]([F:12])([F:11])[C:3]1[C:4](=O)[NH:5][C:6](=O)[NH:7][CH:8]=1.P(Cl)(Cl)([Cl:15])=O.P(=O)(O)(O)O.C(N(C(C)C)CC)(C)C.[ClH:32]. The catalyst is C(OCC)C. The product is [Cl:32][C:6]1[N:5]=[C:4]([Cl:15])[C:3]([C:2]([F:12])([F:11])[F:1])=[CH:8][N:7]=1. The yield is 0.950. (3) The reactants are [CH3:1][C:2]1[N:3]=[CH:4][C:5]([C:8]([OH:10])=[O:9])=[N:6][CH:7]=1.[CH2:11](O)[CH3:12]. No catalyst specified. The product is [CH3:1][C:2]1[N:3]=[CH:4][C:5]([C:8]([O:10][CH2:11][CH3:12])=[O:9])=[N:6][CH:7]=1. The yield is 0.670. (4) The reactants are [Cl:1][C:2]1[CH:3]=[C:4]([CH:30]=C)[C:5]2[C:6]([CH:29]=1)=[N:7][N:8]([CH2:10][C:11]([NH:15][C:16](=[O:28])[C:17]1[CH:22]=[CH:21][C:20]([O:23][C:24]([F:27])([F:26])[F:25])=[CH:19][CH:18]=1)([C:13]#[N:14])[CH3:12])[N:9]=2.C(Cl)Cl.[O:35]=[O+][O-]. The catalyst is CO. The product is [Cl:1][C:2]1[CH:3]=[C:4]([CH:30]=[O:35])[C:5]2[C:6]([CH:29]=1)=[N:7][N:8]([CH2:10][C:11]([NH:15][C:16](=[O:28])[C:17]1[CH:22]=[CH:21][C:20]([O:23][C:24]([F:25])([F:27])[F:26])=[CH:19][CH:18]=1)([C:13]#[N:14])[CH3:12])[N:9]=2. The yield is 0.790. (5) The reactants are [CH2:1]([O:8][C:9]1[CH:57]=[CH:56][C:12]([C:13]([O:15][C:16]2[CH:21]=[CH:20][C:19]([CH2:22][N:23]([CH2:48][C:49]([O:51]C(C)(C)C)=[O:50])[C:24](=[O:47])[C:25]3[CH:30]=[CH:29][C:28]([NH:31][C:32](=[O:46])[CH2:33][C:34]4[CH:39]=[CH:38][C:37]([O:40][CH3:41])=[CH:36][C:35]=4[C:42]([F:45])([F:44])[F:43])=[CH:27][CH:26]=3)=[CH:18][CH:17]=2)=[O:14])=[CH:11][CH:10]=1)[CH2:2][CH2:3][CH2:4][CH2:5][CH2:6][CH3:7].C(O)(C(F)(F)F)=O. The catalyst is C(Cl)Cl. The product is [CH2:1]([O:8][C:9]1[CH:10]=[CH:11][C:12]([C:13]([O:15][C:16]2[CH:17]=[CH:18][C:19]([CH2:22][N:23]([CH2:48][C:49]([OH:51])=[O:50])[C:24](=[O:47])[C:25]3[CH:30]=[CH:29][C:28]([NH:31][C:32](=[O:46])[CH2:33][C:34]4[CH:39]=[CH:38][C:37]([O:40][CH3:41])=[CH:36][C:35]=4[C:42]([F:44])([F:45])[F:43])=[CH:27][CH:26]=3)=[CH:20][CH:21]=2)=[O:14])=[CH:56][CH:57]=1)[CH2:2][CH2:3][CH2:4][CH2:5][CH2:6][CH3:7]. The yield is 0.740. (6) The reactants are Br[CH:2]([C:12]1[CH:13]=[C:14]2[C:19](=[CH:20][CH:21]=1)[N:18]=[CH:17][CH:16]=[CH:15]2)[C:3]([C:5]1[CH:10]=[CH:9][CH:8]=[C:7]([CH3:11])[N:6]=1)=O.[NH2:22][C:23]1[CH:28]=[CH:27][CH:26]=[CH:25][N:24]=1.O. The catalyst is CN(C)C=O. The product is [CH3:11][C:7]1[N:6]=[C:5]([C:3]2[N:22]=[C:23]3[CH:28]=[CH:27][CH:26]=[CH:25][N:24]3[C:2]=2[C:12]2[CH:13]=[C:14]3[C:19](=[CH:20][CH:21]=2)[N:18]=[CH:17][CH:16]=[CH:15]3)[CH:10]=[CH:9][CH:8]=1. The yield is 0.250. (7) The reactants are [Cl:1][C:2]1[CH:7]=[C:6]([C:8]2[N:9]=[C:10](O)[C:11]3[C:17]([O:18][CH3:19])=[CH:16][N:15]=[CH:14][C:12]=3[N:13]=2)[CH:5]=[CH:4][N:3]=1.C(N(CC)CC)C.C(C1C=C(C(C)C)C=C(C(C)C)C=1S(Cl)(=O)=O)(C)C.[C:47]([N:54]1[CH2:59][CH2:58][NH:57][CH2:56][CH2:55]1)([O:49][C:50]([CH3:53])([CH3:52])[CH3:51])=[O:48]. The catalyst is CN(C1C=CN=CC=1)C.CC(N(C)C)=O.O. The product is [C:50]([O:49][C:47]([N:54]1[CH2:59][CH2:58][N:57]([C:10]2[C:11]3[C:17]([O:18][CH3:19])=[CH:16][N:15]=[CH:14][C:12]=3[N:13]=[C:8]([C:6]3[CH:5]=[CH:4][N:3]=[C:2]([Cl:1])[CH:7]=3)[N:9]=2)[CH2:56][CH2:55]1)=[O:48])([CH3:53])([CH3:51])[CH3:52]. The yield is 0.240. (8) The yield is 0.490. The reactants are Br[C:2]1[C:7](=[O:8])[N:6]([CH2:9][C:10]2[CH:15]=[CH:14][C:13]([C:16]3[C:17]([C:22]#[N:23])=[CH:18][CH:19]=[CH:20][CH:21]=3)=[CH:12][CH:11]=2)[C:5]([CH2:24][CH2:25][CH3:26])=[N:4][C:3]=1[CH3:27].[CH3:28][C:29]1([CH3:42])[CH2:38][CH2:37][C:36]2[C:31](=[CH:32][CH:33]=[C:34](B(O)O)[CH:35]=2)[O:30]1.C(=O)([O-])[O-].[Cs+].[Cs+]. The catalyst is O1CCOCC1.C(OCC)(=O)C.C1C=CC(P(C2C=CC=CC=2)[C-]2C=CC=C2)=CC=1.C1C=CC(P(C2C=CC=CC=2)[C-]2C=CC=C2)=CC=1.Cl[Pd]Cl.[Fe+2]. The product is [CH3:28][C:29]1([CH3:42])[CH2:38][CH2:37][C:36]2[C:31](=[CH:32][CH:33]=[C:34]([C:2]3[C:7](=[O:8])[N:6]([CH2:9][C:10]4[CH:15]=[CH:14][C:13]([C:16]5[C:17]([C:22]#[N:23])=[CH:18][CH:19]=[CH:20][CH:21]=5)=[CH:12][CH:11]=4)[C:5]([CH2:24][CH2:25][CH3:26])=[N:4][C:3]=3[CH3:27])[CH:35]=2)[O:30]1. (9) The reactants are C[O:2][C:3]([C:5]1[CH:14]=[C:13]([OH:15])[C:12]2[C:7](=[C:8]([NH2:16])[CH:9]=[CH:10][CH:11]=2)[N:6]=1)=[O:4]. The catalyst is Cl.O. The product is [OH:15][C:13]1[C:12]2[C:7](=[C:8]([NH2:16])[CH:9]=[CH:10][CH:11]=2)[N:6]=[C:5]([C:3]([OH:4])=[O:2])[CH:14]=1. The yield is 0.600.